From a dataset of Forward reaction prediction with 1.9M reactions from USPTO patents (1976-2016). Predict the product of the given reaction. (1) Given the reactants [CH3:1][C:2]1[CH:7]=[CH:6][C:5]([CH3:8])=[CH:4][C:3]=1[O:9][CH3:10].[Br:11]N1C(=O)CCC1=O, predict the reaction product. The product is: [Br:11][C:6]1[CH:7]=[C:2]([CH3:1])[C:3]([O:9][CH3:10])=[CH:4][C:5]=1[CH3:8]. (2) Given the reactants [OH:1][C@H:2]1[CH2:6][N:5]([C:7]([O:9][CH2:10][C:11]2[CH:16]=[CH:15][CH:14]=[CH:13][CH:12]=2)=[O:8])[CH2:4][C:3]1([CH3:18])[CH3:17].C[N+]1([O-])CCOCC1, predict the reaction product. The product is: [CH3:17][C:3]1([CH3:18])[C:2](=[O:1])[CH2:6][N:5]([C:7]([O:9][CH2:10][C:11]2[CH:16]=[CH:15][CH:14]=[CH:13][CH:12]=2)=[O:8])[CH2:4]1.